From a dataset of Catalyst prediction with 721,799 reactions and 888 catalyst types from USPTO. Predict which catalyst facilitates the given reaction. (1) Reactant: [CH3:1][N:2]1[CH:7]=[C:6](B2OC(C)(C)C(C)(C)O2)[CH:5]=[C:4]([NH:17][C:18]2[S:19][C:20]3[CH2:21][N:22]([CH3:27])[CH2:23][CH2:24][C:25]=3[N:26]=2)[C:3]1=[O:28].Cl[C:30]1[C:35]([CH:36]=[O:37])=[C:34]([N:38]2[CH2:51][CH2:50][N:41]3[C:42]4[CH2:43][CH2:44][CH2:45][CH2:46][C:47]=4[C:48]([F:49])=[C:40]3[C:39]2=[O:52])[N:33]=[CH:32][CH:31]=1.[O-]P([O-])([O-])=O.[K+].[K+].[K+].C([O-])(=O)C.[Na+]. Product: [F:49][C:48]1[C:47]2[CH2:46][CH2:45][CH2:44][CH2:43][C:42]=2[N:41]2[CH2:50][CH2:51][N:38]([C:34]3[N:33]=[CH:32][CH:31]=[C:30]([C:6]4[CH:5]=[C:4]([NH:17][C:18]5[S:19][C:20]6[CH2:21][N:22]([CH3:27])[CH2:23][CH2:24][C:25]=6[N:26]=5)[C:3](=[O:28])[N:2]([CH3:1])[CH:7]=4)[C:35]=3[CH:36]=[O:37])[C:39](=[O:52])[C:40]=12. The catalyst class is: 543. (2) Reactant: [CH2:1]([O:3][C:4](=[O:37])[CH2:5][CH2:6][CH2:7][O:8][C:9]1[CH:14]=[CH:13][CH:12]=[C:11]([CH2:15][CH2:16][CH2:17][CH2:18][CH2:19][CH2:20][O:21][C:22]2[CH:27]=[C:26]([OH:28])[CH:25]=[C:24]([Br:29])[CH:23]=2)[C:10]=1[CH2:30][CH2:31][C:32]([O:34][CH2:35][CH3:36])=[O:33])[CH3:2].C(=O)([O-])[O-].[K+].[K+].CN(C)C=O.I[CH2:50][CH3:51]. The catalyst class is: 283. Product: [CH2:1]([O:3][C:4](=[O:37])[CH2:5][CH2:6][CH2:7][O:8][C:9]1[CH:14]=[CH:13][CH:12]=[C:11]([CH2:15][CH2:16][CH2:17][CH2:18][CH2:19][CH2:20][O:21][C:22]2[CH:27]=[C:26]([O:28][CH2:50][CH3:51])[CH:25]=[C:24]([Br:29])[CH:23]=2)[C:10]=1[CH2:30][CH2:31][C:32]([O:34][CH2:35][CH3:36])=[O:33])[CH3:2]. (3) Reactant: [Cl:1][C:2]1[CH:7]=[CH:6][CH:5]=[CH:4][C:3]=1[C:8]1[CH:17]=[C:16]([O:18][CH:19]2[CH2:23][CH2:22][N:21](C(OCC3C=CC=CC=3)=O)[CH2:20]2)[CH:15]=[C:14]2[C:9]=1[CH2:10][CH2:11][C:12](=[O:42])[N:13]2[C:34]1[C:39]([Cl:40])=[CH:38][CH:37]=[CH:36][C:35]=1[Cl:41].C(O)(C(F)(F)F)=O. Product: [Cl:1][C:2]1[CH:7]=[CH:6][CH:5]=[CH:4][C:3]=1[C:8]1[CH:17]=[C:16]([O:18][CH:19]2[CH2:23][CH2:22][NH:21][CH2:20]2)[CH:15]=[C:14]2[C:9]=1[CH2:10][CH2:11][C:12](=[O:42])[N:13]2[C:34]1[C:35]([Cl:41])=[CH:36][CH:37]=[CH:38][C:39]=1[Cl:40]. The catalyst class is: 2. (4) Reactant: [N+:1]([C:4]1[CH:5]=[C:6]([C:10](=[O:15])C(Cl)(Cl)Cl)[N:7](C)[CH:8]=1)([O-:3])=[O:2].[CH3:16][O:17][Na]. The catalyst class is: 5. Product: [N+:1]([C:4]1[CH:5]=[C:6]([C:10]([O:17][CH3:16])=[O:15])[NH:7][CH:8]=1)([O-:3])=[O:2]. (5) Reactant: Br[C:2]1[C:14]([CH3:15])=[CH:13][C:5]([O:6][CH:7]2[CH2:12][CH2:11][S:10][CH2:9][CH2:8]2)=[CH:4][C:3]=1[CH3:16].CCCCCC.C([Li])CCC.[B:28](OC(C)C)([O:33]C(C)C)[O:29]C(C)C.Cl. Product: [CH3:16][C:3]1[CH:4]=[C:5]([O:6][CH:7]2[CH2:12][CH2:11][S:10][CH2:9][CH2:8]2)[CH:13]=[C:14]([CH3:15])[C:2]=1[B:28]([OH:33])[OH:29]. The catalyst class is: 7. (6) Product: [C:1]([O:5][C:6](=[O:21])[CH2:7][O:8][C:9]1[C:14]2[CH2:15][CH2:16][CH2:17][CH2:18][CH:19]([NH:20][S:38]([C:35]3[CH:36]=[CH:37][C:32]([I:31])=[CH:33][CH:34]=3)(=[O:40])=[O:39])[C:13]=2[CH:12]=[CH:11][CH:10]=1)([CH3:4])([CH3:2])[CH3:3]. The catalyst class is: 1. Reactant: [C:1]([O:5][C:6](=[O:21])[CH2:7][O:8][C:9]1[C:14]2[CH2:15][CH2:16][CH2:17][CH2:18][CH:19]([NH2:20])[C:13]=2[CH:12]=[CH:11][CH:10]=1)([CH3:4])([CH3:3])[CH3:2].C(N(C(C)C)CC)(C)C.[I:31][C:32]1[CH:37]=[CH:36][C:35]([S:38](Cl)(=[O:40])=[O:39])=[CH:34][CH:33]=1. (7) Product: [NH2:33][C:29]1[N:28]=[C:27]([S:2]([NH:3][C:4](=[O:5])[C:6]2[CH:11]=[CH:10][C:9]([C:12]([CH3:15])([CH3:14])[CH3:13])=[N:8][C:7]=2[O:16][C:17]2[C:18]([CH3:25])=[CH:19][C:20]([CH3:24])=[CH:21][C:22]=2[CH3:23])(=[NH:1])=[O:26])[CH:32]=[CH:31][CH:30]=1. Reactant: [NH2:1][S:2]([C:27]1[CH:32]=[CH:31][CH:30]=[C:29]([NH:33]CC2C=CC(OC)=CC=2OC)[N:28]=1)(=[O:26])=[N:3][C:4]([C:6]1[C:7]([O:16][C:17]2[C:22]([CH3:23])=[CH:21][C:20]([CH3:24])=[CH:19][C:18]=2[CH3:25])=[N:8][C:9]([C:12]([CH3:15])([CH3:14])[CH3:13])=[CH:10][CH:11]=1)=[O:5].FC(F)(F)C(O)=O.C([O-])(O)=O.[Na+]. The catalyst class is: 46. (8) Product: [CH2:13]([O:12][C:10]([NH:1][CH2:2][CH2:3][C@H:4]([OH:8])[C:5]([O:7][N:27]1[C:31](=[O:32])[CH2:30][CH2:29][C:28]1=[O:33])=[O:6])=[O:11])[C:14]1[CH:19]=[CH:18][CH:17]=[CH:16][CH:15]=1. The catalyst class is: 1. Reactant: [NH2:1][CH2:2][CH2:3][C@H:4]([OH:8])[C:5]([OH:7])=[O:6].Cl[C:10]([O:12][CH2:13][C:14]1[CH:19]=[CH:18][CH:17]=[CH:16][CH:15]=1)=[O:11].C(=O)([O-])[O-].[Na+].[Na+].O[N:27]1[C:31](=[O:32])[CH2:30][CH2:29][C:28]1=[O:33].C1CCC(N=C=NC2CCCCC2)CC1. (9) Reactant: C(O)C.[CH3:4]/[CH:5]=[C:6]1\[C@H:7]2[CH:14]=[C:13]([CH3:15])[CH2:12][C@@:11]\1([NH2:16])[C:10]1[CH:17]=[CH:18][C:19]([NH:21][C:9]=1[CH2:8]2)=[O:20].[P:22]([OH:26])([OH:25])([OH:24])=[O:23].[CH3:27][C:28]1[N:33]=[C:32]([CH3:34])[C:31]([CH3:35])=[N:30][C:29]=1[CH3:36]. Product: [CH3:4]/[CH:5]=[C:6]1\[C@H:7]2[CH:14]=[C:13]([CH3:15])[CH2:12][C@@:11]\1([NH2:16])[C:10]1[CH:17]=[CH:18][C:19]([NH:21][C:9]=1[CH2:8]2)=[O:20].[P:22]([OH:26])([OH:25])([OH:24])=[O:23].[CH3:27][C:28]1[N:33]=[C:32]([CH3:34])[C:31]([CH3:35])=[N:30][C:29]=1[CH3:36]. The catalyst class is: 6. (10) Reactant: [C:1]([O:7][CH2:8][CH3:9])(=[O:6])[CH2:2][C:3]([CH3:5])=O.[Cl:10][C:11]1[CH:18]=[CH:17][C:14]([CH:15]=O)=[CH:13][CH:12]=1.[NH4+:19].[OH-:20]. Product: [Cl:10][C:11]1[CH:18]=[CH:17][C:14]([CH:15]2[C:2]([C:1]([O:7][CH2:8][CH3:9])=[O:6])=[C:3]([CH3:5])[NH:19][C:3]([CH3:5])=[C:2]2[C:1]([O:7][CH2:8][CH3:9])=[O:20])=[CH:13][CH:12]=1. The catalyst class is: 271.